Predict the reactants needed to synthesize the given product. From a dataset of Full USPTO retrosynthesis dataset with 1.9M reactions from patents (1976-2016). (1) The reactants are: [OH:1][C:2]1[CH:24]=[CH:23][C:22]([C:25]2[CH:30]=[CH:29][CH:28]=[CH:27][CH:26]=2)=[CH:21][C:3]=1[C:4]([NH:6][C:7]1[CH:12]=[C:11]([C:13]([F:16])([F:15])[F:14])[CH:10]=[C:9]([C:17]([F:20])([F:19])[F:18])[CH:8]=1)=[O:5].[N:31]1([C:37](Cl)=[O:38])[CH2:36][CH2:35][O:34][CH2:33][CH2:32]1. Given the product [O:34]1[CH2:35][CH2:36][N:31]([C:37]([O:1][C:2]2[CH:24]=[CH:23][C:22]([C:25]3[CH:30]=[CH:29][CH:28]=[CH:27][CH:26]=3)=[CH:21][C:3]=2[C:4]([NH:6][C:7]2[CH:8]=[C:9]([C:17]([F:18])([F:19])[F:20])[CH:10]=[C:11]([C:13]([F:14])([F:15])[F:16])[CH:12]=2)=[O:5])=[O:38])[CH2:32][CH2:33]1, predict the reactants needed to synthesize it. (2) Given the product [CH2:19]([N:1]([C@H:2]1[C@@H:6]2[O:7][C:8]([CH3:10])([CH3:11])[O:9][C@@H:5]2[C@@H:4]([OH:12])[CH2:3]1)[CH2:19][C:20]1[CH:25]=[CH:24][CH:23]=[CH:22][CH:21]=1)[C:20]1[CH:25]=[CH:24][CH:23]=[CH:22][CH:21]=1, predict the reactants needed to synthesize it. The reactants are: [NH2:1][C@H:2]1[C@@H:6]2[O:7][C:8]([CH3:11])([CH3:10])[O:9][C@@H:5]2[C@@H:4]([OH:12])[CH2:3]1.C(=O)([O-])[O-].[K+].[K+].[CH2:19](Br)[C:20]1[CH:25]=[CH:24][CH:23]=[CH:22][CH:21]=1.N. (3) Given the product [Br:2][C:3]1[CH:4]=[C:5]([C:14]2[N:54]([C:51]3[CH:52]=[N:53][C:48]([CH3:47])=[CH:49][CH:50]=3)[N:55]=[C:16]([C:17]([OH:19])=[O:18])[CH:15]=2)[CH:6]=[C:7]([O:9][C:10]([F:11])([F:12])[F:13])[CH:8]=1, predict the reactants needed to synthesize it. The reactants are: [Li].[Br:2][C:3]1[CH:4]=[C:5]([C:14]([O-])=[CH:15][C:16](=O)[C:17]([O:19]CC)=[O:18])[CH:6]=[C:7]([O:9][C:10]([F:13])([F:12])[F:11])[CH:8]=1.ClC1C=C(C2N(C3C=CC=CN=3)N=C(C(O)=O)C=2)C=C(F)C=1.Cl.[CH3:47][C:48]1[N:53]=[CH:52][C:51]([NH:54][NH2:55])=[CH:50][CH:49]=1.